Dataset: Forward reaction prediction with 1.9M reactions from USPTO patents (1976-2016). Task: Predict the product of the given reaction. Given the reactants [CH2:1]([N:4]1[C:9](=O)[CH:8]2[C:6]([C:11]3[CH:16]=[CH:15][C:14]([Cl:17])=[C:13]([Cl:18])[CH:12]=3)([CH2:7]2)[C:5]1=O)[CH2:2][CH3:3].B.C(OCC)(=O)C.Cl, predict the reaction product. The product is: [ClH:17].[Cl:18][C:13]1[CH:12]=[C:11]([C:6]23[CH2:7][CH:8]2[CH2:9][N:4]([CH2:1][CH2:2][CH3:3])[CH2:5]3)[CH:16]=[CH:15][C:14]=1[Cl:17].